Task: Predict the product of the given reaction.. Dataset: Forward reaction prediction with 1.9M reactions from USPTO patents (1976-2016) (1) The product is: [C:3]([OH:12])(=[O:2])[CH:4]=[CH:5][C:6]1[CH:7]=[CH:8][CH:9]=[CH:10][CH:11]=1. Given the reactants C[O:2][C:3](=[O:12])[CH:4]=[CH:5][C:6]1[CH:11]=[CH:10][CH:9]=[CH:8][CH:7]=1.[OH-].[Na+], predict the reaction product. (2) Given the reactants Br[C:2]1[S:23][C:5]2[N:6]([CH3:22])[C:7](=[O:21])[N:8]([CH2:11][CH2:12][CH2:13][O:14][CH:15]3[CH2:20][CH2:19][CH2:18][CH2:17][O:16]3)[C:9](=[O:10])[C:4]=2[C:3]=1[CH:24]([C:26]1[CH:31]=[CH:30][C:29]([Cl:32])=[CH:28][CH:27]=1)[OH:25].[Cl:33][C:34]1[CH:35]=[C:36](B(O)O)[CH:37]=[CH:38][CH:39]=1.[O-]P([O-])([O-])=O.[K+].[K+].[K+], predict the reaction product. The product is: [Cl:33][C:34]1[CH:39]=[C:38]([C:2]2[S:23][C:5]3[N:6]([CH3:22])[C:7](=[O:21])[N:8]([CH2:11][CH2:12][CH2:13][O:14][CH:15]4[CH2:20][CH2:19][CH2:18][CH2:17][O:16]4)[C:9](=[O:10])[C:4]=3[C:3]=2[CH:24]([C:26]2[CH:31]=[CH:30][C:29]([Cl:32])=[CH:28][CH:27]=2)[OH:25])[CH:37]=[CH:36][CH:35]=1. (3) The product is: [Cl:20][C:12]1[S:13][C:14]([C:15]([O:17][CH2:18][CH3:19])=[O:16])=[C:10]([CH2:9][OH:8])[N:11]=1. Given the reactants [Si]([O:8][CH2:9][C:10]1[N:11]=[C:12]([Cl:20])[S:13][C:14]=1[C:15]([O:17][CH2:18][CH3:19])=[O:16])(C(C)(C)C)(C)C.Cl, predict the reaction product. (4) Given the reactants [OH:1][C:2]1[C:13]([O:14][CH3:15])=[CH:12][CH:11]=[CH:10][C:3]=1[C:4]([N:6]([O:8][CH3:9])[CH3:7])=[O:5].CN(C)C=O.[H-].[Na+].[CH3:23][O:24][CH2:25]Cl, predict the reaction product. The product is: [CH3:9][O:8][N:6]([CH3:7])[C:4](=[O:5])[C:3]1[CH:10]=[CH:11][CH:12]=[C:13]([O:14][CH3:15])[C:2]=1[O:1][CH2:23][O:24][CH3:25]. (5) Given the reactants C(N(C(C)C)CC)(C)C.[OH:10][CH2:11][CH:12]1[CH2:15][N:14]([C:16]([O:18][C:19]([CH3:22])([CH3:21])[CH3:20])=[O:17])[CH2:13]1.[CH3:23][P:24](Cl)([CH3:26])=[O:25], predict the reaction product. The product is: [CH3:23][P:24]([O:10][CH2:11][CH:12]1[CH2:15][N:14]([C:16]([O:18][C:19]([CH3:22])([CH3:21])[CH3:20])=[O:17])[CH2:13]1)([CH3:26])=[O:25].